This data is from Reaction yield outcomes from USPTO patents with 853,638 reactions. The task is: Predict the reaction yield, written as a fraction of the theoretical maximum amount of product (1.0 means a 100% yield; for example, 0.34 means a 34% yield). (1) The reactants are Cl[CH2:2][C@@H:3]1[O:7][C:6](=[O:8])[N:5]([C:9]2[CH:14]=[CH:13][C:12]([N:15]3[CH2:20][CH2:19][O:18][CH2:17][C:16]3=[O:21])=[CH:11][CH:10]=2)[CH2:4]1.[I-:22].[Na+]. The catalyst is C(#N)C.O. The product is [I:22][CH2:2][C@@H:3]1[O:7][C:6](=[O:8])[N:5]([C:9]2[CH:14]=[CH:13][C:12]([N:15]3[CH2:20][CH2:19][O:18][CH2:17][C:16]3=[O:21])=[CH:11][CH:10]=2)[CH2:4]1. The yield is 0.952. (2) The reactants are [NH2:1][C:2]1[N:7]=[C:6]([C:8]2[CH:13]=[C:12]([Cl:14])[CH:11]=[CH:10][C:9]=2[CH3:15])[N:5]=[C:4]([NH:16][C:17]2[CH:35]=[CH:34][C:20]([CH2:21][O:22][C:23](=[O:33])[CH2:24][NH:25]C(OC(C)(C)C)=O)=[CH:19][CH:18]=2)[N:3]=1.ClCCl.Cl.C(OCC)(=O)C. The catalyst is O1CCOCC1. The product is [NH2:1][C:2]1[N:7]=[C:6]([C:8]2[CH:13]=[C:12]([Cl:14])[CH:11]=[CH:10][C:9]=2[CH3:15])[N:5]=[C:4]([NH:16][C:17]2[CH:35]=[CH:34][C:20]([CH2:21][O:22][C:23](=[O:33])[CH2:24][NH2:25])=[CH:19][CH:18]=2)[N:3]=1. The yield is 0.840. (3) The reactants are [NH2:1][CH:2]([C:4]1[C:9]([F:10])=[CH:8][C:7]([NH:11][S:12]([CH3:15])(=[O:14])=[O:13])=[C:6]([CH3:16])[CH:5]=1)[CH3:3].[CH3:17][O:18][C:19]1[CH:20]=[C:21]2[C:26](=[CH:27][CH:28]=1)[CH2:25][CH:24]([C:29](O)=[O:30])[CH2:23][CH2:22]2.F[P-](F)(F)(F)(F)F.C[N+](C)=C(N(C)C)ON1C2N=CC=CC=2N=N1.C(N(CC)C(C)C)(C)C.C([O-])(O)=O.[Na+]. The catalyst is CN(C)C=O. The product is [F:10][C:9]1[CH:8]=[C:7]([NH:11][S:12]([CH3:15])(=[O:14])=[O:13])[C:6]([CH3:16])=[CH:5][C:4]=1[CH:2]([NH:1][C:29]([CH:24]1[CH2:23][CH2:22][C:21]2[C:26](=[CH:27][CH:28]=[C:19]([O:18][CH3:17])[CH:20]=2)[CH2:25]1)=[O:30])[CH3:3]. The yield is 0.300. (4) The reactants are [O:1]1[C:5]2[CH:6]=[CH:7][C:8]([C:10]3[C:19]([N:20]4[CH2:24][CH2:23][CH2:22][C@H:21]4[CH3:25])=[N:18][C:17]4[C:12](=[CH:13][CH:14]=[C:15]([C:26]([O:28]C)=[O:27])[CH:16]=4)[N:11]=3)=[CH:9][C:4]=2[O:3][CH2:2]1.[OH-].[Na+].O. The catalyst is CO. The product is [O:1]1[C:5]2[CH:6]=[CH:7][C:8]([C:10]3[C:19]([N:20]4[CH2:24][CH2:23][CH2:22][C@H:21]4[CH3:25])=[N:18][C:17]4[C:12](=[CH:13][CH:14]=[C:15]([C:26]([OH:28])=[O:27])[CH:16]=4)[N:11]=3)=[CH:9][C:4]=2[O:3][CH2:2]1. The yield is 0.780. (5) The reactants are B(Br)(Br)Br.[Cl:5][C:6]1[CH:11]=[CH:10][C:9]([CH2:12][C:13]#[N:14])=[CH:8][C:7]=1[O:15]C.O. The catalyst is ClCCl. The product is [Cl:5][C:6]1[CH:11]=[CH:10][C:9]([CH2:12][C:13]#[N:14])=[CH:8][C:7]=1[OH:15]. The yield is 0.850. (6) The product is [CH2:7]([SH:10])[CH2:8][CH3:9].[CH3:1][C:2]([O-:5])([CH3:4])[CH3:3].[Na+:6]. The catalyst is CN(C=O)C.O. The reactants are [CH3:1][C:2]([O-:5])([CH3:4])[CH3:3].[Na+:6].[CH2:7]([SH:10])[CH2:8][CH3:9].C([O-])(O)=O.[Na+]. The yield is 0.706. (7) The reactants are [CH:1]1([C:5]2[C:13]([C:14]([O:16][CH3:17])=[O:15])=[CH:12][C:8]([C:9]([OH:11])=O)=[C:7]([CH3:18])[CH:6]=2)[CH2:4][CH2:3][CH2:2]1.Cl.[NH:20]1[CH2:25][CH2:24][CH:23]([C:26]2[CH:33]=[CH:32][C:29]([C:30]#[N:31])=[CH:28][CH:27]=2)[CH2:22][CH2:21]1.CCN=C=NCCCN(C)C.Cl. The catalyst is CN(C)C=O.CN(C)C1C=CN=CC=1.C(OCC)(=O)C. The product is [C:30]([C:29]1[CH:28]=[CH:27][C:26]([CH:23]2[CH2:24][CH2:25][N:20]([C:9]([C:8]3[C:7]([CH3:18])=[CH:6][C:5]([CH:1]4[CH2:2][CH2:3][CH2:4]4)=[C:13]([CH:12]=3)[C:14]([O:16][CH3:17])=[O:15])=[O:11])[CH2:21][CH2:22]2)=[CH:33][CH:32]=1)#[N:31]. The yield is 0.910. (8) The reactants are [NH2:1][C:2]1[C:3](=[O:14])[NH:4][C:5](=[S:13])[N:6]([CH2:9][CH:10]([CH3:12])[CH3:11])[C:7]=1[NH2:8].O.[CH:16](O)=[O:17]. No catalyst specified. The product is [NH2:8][C:7]1[N:6]([CH2:9][CH:10]([CH3:11])[CH3:12])[C:5](=[S:13])[NH:4][C:3](=[O:14])[C:2]=1[NH:1][CH:16]=[O:17]. The yield is 0.860. (9) The reactants are FC(F)(F)C(O)=O.C([O:12][C:13](=[O:35])[CH:14]([CH2:18][S:19]([N:22]1[CH2:27][CH2:26][N:25]([C:28]2[CH:33]=[CH:32][C:31]([Br:34])=[CH:30][CH:29]=2)[CH2:24][CH2:23]1)(=[O:21])=[O:20])[CH:15]([CH3:17])[CH3:16])(C)(C)C. The catalyst is ClCCl. The product is [Br:34][C:31]1[CH:32]=[CH:33][C:28]([N:25]2[CH2:26][CH2:27][N:22]([S:19]([CH2:18][CH:14]([CH:15]([CH3:17])[CH3:16])[C:13]([OH:35])=[O:12])(=[O:21])=[O:20])[CH2:23][CH2:24]2)=[CH:29][CH:30]=1. The yield is 0.790. (10) The reactants are [CH3:1][O:2][C:3]1[CH:8]=[CH:7][CH:6]=[C:5]([O:9][CH3:10])[C:4]=1[CH3:11].[Br-:12].[Br-].O1CCOCC1.O. The catalyst is CCOCC. The product is [Br:12][C:8]1[C:3]([O:2][CH3:1])=[C:4]([CH3:11])[C:5]([O:9][CH3:10])=[CH:6][CH:7]=1. The yield is 1.00.